This data is from Catalyst prediction with 721,799 reactions and 888 catalyst types from USPTO. The task is: Predict which catalyst facilitates the given reaction. (1) Reactant: O.[OH-].[Li+].C([O:6][C:7](=[O:31])[CH:8]([O:28][CH2:29][CH3:30])[CH2:9][C:10]1[CH:15]=[CH:14][C:13]([O:16][CH2:17][CH2:18][C:19]2[CH:24]=[CH:23][C:22]([N:25]([CH3:27])[CH3:26])=[CH:21][CH:20]=2)=[CH:12][CH:11]=1)C.Cl. Product: [CH3:27][N:25]([CH3:26])[C:22]1[CH:23]=[CH:24][C:19]([CH2:18][CH2:17][O:16][C:13]2[CH:14]=[CH:15][C:10]([CH2:9][CH:8]([O:28][CH2:29][CH3:30])[C:7]([OH:31])=[O:6])=[CH:11][CH:12]=2)=[CH:20][CH:21]=1. The catalyst class is: 132. (2) Reactant: [CH3:1][N:2]([CH3:35])[C@H:3]1[CH2:8][CH2:7][C@H:6]([N:9]([CH2:32][CH2:33][CH3:34])[C:10]2[C:11]([CH3:31])=[C:12]([C:27]([O:29]C)=[O:28])[CH:13]=[C:14]([C:16]3[CH:21]=[CH:20][C:19]([O:22][CH2:23][CH2:24][O:25][CH3:26])=[CH:18][CH:17]=3)[CH:15]=2)[CH2:5][CH2:4]1.[OH-].[Na+]. Product: [CH3:35][N:2]([CH3:1])[C@H:3]1[CH2:4][CH2:5][C@H:6]([N:9]([CH2:32][CH2:33][CH3:34])[C:10]2[C:11]([CH3:31])=[C:12]([C:27]([OH:29])=[O:28])[CH:13]=[C:14]([C:16]3[CH:21]=[CH:20][C:19]([O:22][CH2:23][CH2:24][O:25][CH3:26])=[CH:18][CH:17]=3)[CH:15]=2)[CH2:7][CH2:8]1. The catalyst class is: 14. (3) Reactant: [N:1]1[CH:6]=[CH:5][CH:4]=[CH:3][C:2]=1[C:7]1[CH:8]=[N:9][NH:10][C:11]=1[NH2:12].[CH3:13][O:14][C:15]1[CH:16]=[C:17]([C:23](=O)[CH2:24][C:25](OC)=[O:26])[CH:18]=[CH:19][C:20]=1[O:21][CH3:22]. Product: [CH3:13][O:14][C:15]1[CH:16]=[C:17]([C:23]2[NH:12][C:11]3[N:10]([N:9]=[CH:8][C:7]=3[C:2]3[CH:3]=[CH:4][CH:5]=[CH:6][N:1]=3)[C:25](=[O:26])[CH:24]=2)[CH:18]=[CH:19][C:20]=1[O:21][CH3:22]. The catalyst class is: 52. (4) Reactant: [C:1]([O:5][C:6]([N:8]1[CH2:13][CH2:12][CH:11]([O:14][CH2:15][C:16](=O)[NH2:17])[CH2:10][CH2:9]1)=[O:7])([CH3:4])([CH3:3])[CH3:2].C(N(CC)CC)C.ClC(Cl)(Cl)C(Cl)=O. Product: [C:1]([O:5][C:6]([N:8]1[CH2:9][CH2:10][CH:11]([O:14][CH2:15][C:16]#[N:17])[CH2:12][CH2:13]1)=[O:7])([CH3:4])([CH3:3])[CH3:2]. The catalyst class is: 2. (5) Reactant: [Cl:1][C:2]1[CH:11]=[CH:10][C:5]([C:6]([NH:8][NH2:9])=[O:7])=[CH:4][CH:3]=1.C([O-])([O-])=O.[K+].[K+].[Cl:18][CH2:19][C:20](Cl)=[O:21]. Product: [Cl:1][C:2]1[CH:11]=[CH:10][C:5]([C:6]([NH:8][NH:9][C:20](=[O:21])[CH2:19][Cl:18])=[O:7])=[CH:4][CH:3]=1. The catalyst class is: 10. (6) Reactant: C(O)(C(F)(F)F)=O.[NH2:8][CH:9]([C:44]([F:47])([F:46])[F:45])[CH2:10][C:11]1[CH:42]=[CH:41][C:40]([Cl:43])=[CH:39][C:12]=1[CH2:13][NH:14][C:15](=[O:38])[C@@H:16]1[CH2:20][CH2:19][CH2:18][N:17]1[C:21](=[O:37])[C@H:22]([NH:29]C(OC(C)(C)C)=O)[CH:23]1[CH2:28][CH2:27][CH2:26][CH2:25][CH2:24]1. Product: [NH2:29][C@H:22]([CH:23]1[CH2:24][CH2:25][CH2:26][CH2:27][CH2:28]1)[C:21]([N:17]1[CH2:18][CH2:19][CH2:20][C@H:16]1[C:15]([NH:14][CH2:13][C:12]1[CH:39]=[C:40]([Cl:43])[CH:41]=[CH:42][C:11]=1[CH2:10][CH:9]([NH2:8])[C:44]([F:46])([F:47])[F:45])=[O:38])=[O:37]. The catalyst class is: 2. (7) Reactant: Br[C:2]1[CH:11]=[CH:10][C:9]2[C:4](=[CH:5][CH:6]=[CH:7][CH:8]=2)[CH:3]=1.C([Li])CCC.C[O:18][C:19]1[CH2:23][CH2:22][C:21](=O)[CH:20]=1. Product: [CH:3]1[C:4]2[C:9](=[CH:8][CH:7]=[CH:6][CH:5]=2)[CH:10]=[CH:11][C:2]=1[C:21]1[CH2:22][CH2:23][C:19](=[O:18])[CH:20]=1. The catalyst class is: 7. (8) Reactant: [I:1][C:2]1[CH:7]=[CH:6][N:5]=[C:4](F)[C:3]=1[CH:9]=O.[Cl:11][C:12]1[CH:13]=[C:14]([NH:19][NH2:20])[CH:15]=[C:16]([F:18])[CH:17]=1. Product: [Cl:11][C:12]1[CH:13]=[C:14]([N:19]2[C:4]3=[N:5][CH:6]=[CH:7][C:2]([I:1])=[C:3]3[CH:9]=[N:20]2)[CH:15]=[C:16]([F:18])[CH:17]=1. The catalyst class is: 37. (9) Reactant: [NH2:1][C:2]1[N:6]([CH3:7])[C:5]([S:8][C:9]2[C:17]([I:18])=[CH:16][C:12]3[O:13][CH2:14][O:15][C:11]=3[CH:10]=2)=[N:4][C:3]=1[C:19]([NH2:21])=[O:20].[C:22]1([CH2:28][CH:29]=O)[CH:27]=[CH:26][CH:25]=[CH:24][CH:23]=1.C([BH3-])#N. Product: [I:18][C:17]1[C:9]([S:8][C:5]2[N:6]([CH3:7])[C:2]([NH:1][CH2:29][CH2:28][C:22]3[CH:27]=[CH:26][CH:25]=[CH:24][CH:23]=3)=[C:3]([C:19]([NH2:21])=[O:20])[N:4]=2)=[CH:10][C:11]2[O:15][CH2:14][O:13][C:12]=2[CH:16]=1. The catalyst class is: 212.